From a dataset of Drug-target binding data from BindingDB using Ki measurements. Regression. Given a target protein amino acid sequence and a drug SMILES string, predict the binding affinity score between them. We predict pKi (pKi = -log10(Ki in M); higher means stronger inhibition). Dataset: bindingdb_ki. The small molecule is CC(C)(C)[C@]1(O)CCN2C[C@H]3c4ccccc4CCc4cccc(c43)[C@@H]2C1. The target protein (Q9GJU1) has sequence MDPLNLSWYDDDLESQNWSRPFNGSEGKPGKPHYNYYAMLLTLLIFIIVFGNVLVCMAVSREKALQTTTNYLIVSLAVADLLVATLVMPWVVYLEVVGEWKFSRIHCDIFVTLDVMMCTASILNLCAISIDRYTAVAMPMLYNTRYSSKRRVTVMIAIVWVLSFTISCPLLFGLNNTDQNECIIANPAFVVYSSIVSFYVPFIVTLLVYIKIYIVLRRRRKRVNTERSSRAFRANLKAPLKGNCTHPEDMKLCTVIMKSNGSFPVNRRRVEAARRAQELEMEMLSSTSPPERTRYSPIPPSHHQLTLPDPSHHGLHSTADSPAKPEKNGHAKDHPKIAKIFEIQSMPNGKTRTSLKTMSRRKLSQQKEKKATQMLAIVLGVFIICWLPFFITHILNIHCECNIPPVLYSAFTWLGYVNSAVNPIIYTTFNIEFRKAFLKILHC. The pKi is 8.4.